From a dataset of Forward reaction prediction with 1.9M reactions from USPTO patents (1976-2016). Predict the product of the given reaction. (1) Given the reactants O[Li].O.C[O:5][C:6]([C:8]1[CH:9]=[CH:10][C:11]2[O:16][CH2:15][CH2:14][N:13]([CH2:17][CH2:18][CH2:19][O:20][CH3:21])[C:12]=2[CH:22]=1)=[O:7].C1COCC1.Cl, predict the reaction product. The product is: [CH3:21][O:20][CH2:19][CH2:18][CH2:17][N:13]1[C:12]2[CH:22]=[C:8]([C:6]([OH:7])=[O:5])[CH:9]=[CH:10][C:11]=2[O:16][CH2:15][CH2:14]1. (2) Given the reactants ClC(Cl)(O[C:5](=[O:11])OC(Cl)(Cl)Cl)Cl.[CH3:13][NH:14][C:15]1[CH:20]=[CH:19][C:18]([N+:21]([O-:23])=[O:22])=[C:17]([N:24]2[CH2:29][CH2:28][CH2:27][CH2:26][CH2:25]2)[CH:16]=1.CCN(C(C)C)C(C)C.[CH3:39][N:40]1[CH2:45][CH2:44][NH:43][CH2:42][CH2:41]1, predict the reaction product. The product is: [CH3:13][N:14]([C:15]1[CH:20]=[CH:19][C:18]([N+:21]([O-:23])=[O:22])=[C:17]([N:24]2[CH2:29][CH2:28][CH2:27][CH2:26][CH2:25]2)[CH:16]=1)[C:5]([N:43]1[CH2:44][CH2:45][N:40]([CH3:39])[CH2:41][CH2:42]1)=[O:11]. (3) Given the reactants Br[CH2:2][CH2:3][CH2:4][OH:5].[Na+].[I-].C([O-])([O-])=O.[K+].[K+].[C:14]1([CH:20]([C:35]2[CH:40]=[CH:39][CH:38]=[CH:37][CH:36]=2)[CH2:21][NH:22][CH2:23][C:24]2[CH:29]=[CH:28][CH:27]=[C:26]([C:30]([F:33])([F:32])[F:31])[C:25]=2[Cl:34])[CH:19]=[CH:18][CH:17]=[CH:16][CH:15]=1, predict the reaction product. The product is: [C:35]1([CH:20]([C:14]2[CH:19]=[CH:18][CH:17]=[CH:16][CH:15]=2)[CH2:21][N:22]([CH2:2][CH2:3][CH2:4][OH:5])[CH2:23][C:24]2[CH:29]=[CH:28][CH:27]=[C:26]([C:30]([F:31])([F:32])[F:33])[C:25]=2[Cl:34])[CH:36]=[CH:37][CH:38]=[CH:39][CH:40]=1. (4) Given the reactants Cl[C:2]1[N:7]=[C:6]([NH:8][C:9]2[CH:14]=[CH:13][C:12]([CH2:15][C:16]#[N:17])=[CH:11][CH:10]=2)[C:5]([Cl:18])=[CH:4][N:3]=1.[NH2:19][C:20]1[CH:33]=[CH:32][C:23]2[CH2:24][CH2:25][CH2:26][C:27](=[O:31])[N:28]([CH2:29][CH3:30])[C:22]=2[CH:21]=1, predict the reaction product. The product is: [Cl:18][C:5]1[C:6]([NH:8][C:9]2[CH:14]=[CH:13][C:12]([CH2:15][C:16]#[N:17])=[CH:11][CH:10]=2)=[N:7][C:2]([NH:19][C:20]2[CH:33]=[CH:32][C:23]3[CH2:24][CH2:25][CH2:26][C:27](=[O:31])[N:28]([CH2:29][CH3:30])[C:22]=3[CH:21]=2)=[N:3][CH:4]=1.